This data is from Forward reaction prediction with 1.9M reactions from USPTO patents (1976-2016). The task is: Predict the product of the given reaction. Given the reactants I[C:2]1[CH:3]=[N:4][CH:5]=[CH:6][C:7]=1[O:8][CH3:9].[C:10]([C:12]1[CH:17]=[CH:16][C:15]([C:18]2([NH:22][C:23](=[O:29])[O:24][C:25]([CH3:28])([CH3:27])[CH3:26])[CH2:21][CH2:20][CH2:19]2)=[CH:14][CH:13]=1)#[CH:11], predict the reaction product. The product is: [CH3:9][O:8][C:7]1[CH:6]=[CH:5][N:4]=[CH:3][C:2]=1[C:11]#[C:10][C:12]1[CH:13]=[CH:14][C:15]([C:18]2([NH:22][C:23](=[O:29])[O:24][C:25]([CH3:27])([CH3:26])[CH3:28])[CH2:21][CH2:20][CH2:19]2)=[CH:16][CH:17]=1.